Predict the reactants needed to synthesize the given product. From a dataset of Full USPTO retrosynthesis dataset with 1.9M reactions from patents (1976-2016). (1) Given the product [Cl:16][C:15]1[C:10]2[O:9][CH:8]([CH:17]([CH3:19])[CH3:18])[C:7](=[O:20])[N:6]([CH2:5][CH2:4][C:3]([OH:21])=[O:2])[C:11]=2[CH:12]=[CH:13][CH:14]=1, predict the reactants needed to synthesize it. The reactants are: C[O:2][C:3](=[O:21])[CH2:4][CH2:5][N:6]1[C:11]2[CH:12]=[CH:13][CH:14]=[C:15]([Cl:16])[C:10]=2[O:9][CH:8]([CH:17]([CH3:19])[CH3:18])[C:7]1=[O:20].[OH-].[Na+]. (2) Given the product [C:1]([O:5][C:6]([N:8]1[CH2:13][CH2:12][CH2:11][C@@H:10]([C:14](=[O:30])[NH:15][C:16]2[CH:21]=[C:20]([C:22]3[CH:27]=[CH:26][CH:25]=[C:24]([NH:38][CH2:37][CH:31]4[CH2:36][CH2:35][CH2:34][CH2:33][CH2:32]4)[N:23]=3)[C:19]([Cl:29])=[CH:18][N:17]=2)[CH2:9]1)=[O:7])([CH3:4])([CH3:3])[CH3:2], predict the reactants needed to synthesize it. The reactants are: [C:1]([O:5][C:6]([N:8]1[CH2:13][CH2:12][CH2:11][C@@H:10]([C:14](=[O:30])[NH:15][C:16]2[CH:21]=[C:20]([C:22]3[CH:27]=[CH:26][CH:25]=[C:24](F)[N:23]=3)[C:19]([Cl:29])=[CH:18][N:17]=2)[CH2:9]1)=[O:7])([CH3:4])([CH3:3])[CH3:2].[CH:31]1([CH2:37][NH2:38])[CH2:36][CH2:35][CH2:34][CH2:33][CH2:32]1.